From a dataset of Full USPTO retrosynthesis dataset with 1.9M reactions from patents (1976-2016). Predict the reactants needed to synthesize the given product. (1) Given the product [F:27][C:21]1[CH:22]=[C:23]([I:26])[CH:24]=[CH:25][C:20]=1[NH:19][C:11]1[N:12]([CH3:18])[C:13](=[O:17])[C:14]([CH3:16])=[CH:15][C:10]=1[C:8]([NH:7][O:6][CH2:5][CH2:4][OH:3])=[O:9], predict the reactants needed to synthesize it. The reactants are: C([O:3][CH2:4][CH2:5][O:6][NH:7][C:8]([C:10]1[CH:15]=[C:14]([CH3:16])[C:13](=[O:17])[N:12]([CH3:18])[C:11]=1[NH:19][C:20]1[CH:25]=[CH:24][C:23]([I:26])=[CH:22][C:21]=1[F:27])=[O:9])=C.Cl. (2) Given the product [C:28]1([NH:34][C:35]([N:18]2[C:19]3[CH:25]=[CH:24][CH:23]=[CH:22][C:20]=3[C:21]3[C:11]4[CH:10]=[N:9][NH:8][C:12]=4[N:13]=[CH:14][C:15]=3[CH2:16][CH2:17]2)=[O:36])[CH:33]=[CH:32][CH:31]=[CH:30][CH:29]=1, predict the reactants needed to synthesize it. The reactants are: COC1C=CC(C[N:8]2[C:12]3[N:13]=[CH:14][C:15]4[CH2:16][CH2:17][NH:18][C:19]5[CH:25]=[CH:24][CH:23]=[CH:22][C:20]=5[C:21]=4[C:11]=3[CH:10]=[N:9]2)=CC=1.[C:28]1([N:34]=[C:35]=[O:36])[CH:33]=[CH:32][CH:31]=[CH:30][CH:29]=1. (3) Given the product [NH:10]1[C:11]2[CH:16]=[CH:15][CH:14]=[CH:13][C:12]=2[N:8]=[C:9]1[CH2:17][N:18]([CH2:29][C:30]1[CH:35]=[CH:34][CH:33]=[CH:32][C:31]=1[N:37]=[CH:50][N:48]([CH3:49])[CH3:47])[CH:19]1[C:28]2[N:27]=[CH:26][CH:25]=[CH:24][C:23]=2[CH2:22][CH2:21][CH2:20]1, predict the reactants needed to synthesize it. The reactants are: FC(F)(F)C(O)=O.[NH:8]1[C:12]2[CH:13]=[CH:14][CH:15]=[CH:16][C:11]=2[N:10]=[C:9]1[CH2:17][N:18]([CH2:29][C:30]1[CH:35]=[CH:34][C:33](N)=[CH:32][CH:31]=1)[CH:19]1[C:28]2[N:27]=[CH:26][CH:25]=[CH:24][C:23]=2[CH2:22][CH2:21][CH2:20]1.[N:37]1C=CC=CC=1S(Cl)(=O)=O.[CH3:47][N:48]([CH:50]=O)[CH3:49]. (4) The reactants are: Br[C:2]1[N:3]([CH2:12][O:13][CH2:14][CH2:15][Si:16]([CH3:19])([CH3:18])[CH3:17])[C:4]([Br:11])=[C:5]([C:7]([O:9][CH3:10])=[O:8])[N:6]=1.[F:20][C:21]([F:35])([F:34])[C:22]1[C:23]([N:28]2[CH2:33][CH2:32][NH:31][CH2:30][CH2:29]2)=[N:24][CH:25]=[CH:26][CH:27]=1. Given the product [Br:11][C:4]1[N:3]([CH2:12][O:13][CH2:14][CH2:15][Si:16]([CH3:19])([CH3:18])[CH3:17])[C:2]([N:31]2[CH2:32][CH2:33][N:28]([C:23]3[C:22]([C:21]([F:35])([F:20])[F:34])=[CH:27][CH:26]=[CH:25][N:24]=3)[CH2:29][CH2:30]2)=[N:6][C:5]=1[C:7]([O:9][CH3:10])=[O:8], predict the reactants needed to synthesize it. (5) Given the product [F:12][C:11]([F:14])([F:13])[C:8]1[CH:9]=[CH:10][C:5]([C:4]#[C:3][CH2:2][NH:15][C:16]2[CH:32]=[CH:31][CH:30]=[CH:29][C:17]=2[O:18][C:19]2[CH:20]=[C:21]([CH:26]=[CH:27][CH:28]=2)[C:22]([OH:24])=[O:23])=[CH:6][CH:7]=1.[F:12][C:11]([F:14])([F:13])[C:8]1[CH:9]=[CH:10][C:5]([C:4]#[C:3][CH2:2][NH:15][C:16]2[CH:32]=[CH:31][CH:30]=[CH:29][C:17]=2[O:18][C:19]2[CH:20]=[C:21]([CH:26]=[CH:27][CH:28]=2)[C:22]([O:24][CH3:25])=[O:23])=[CH:6][CH:7]=1, predict the reactants needed to synthesize it. The reactants are: Br[CH2:2][C:3]#[C:4][C:5]1[CH:10]=[CH:9][C:8]([C:11]([F:14])([F:13])[F:12])=[CH:7][CH:6]=1.[NH2:15][C:16]1[CH:32]=[CH:31][CH:30]=[CH:29][C:17]=1[O:18][C:19]1[CH:20]=[C:21]([CH:26]=[CH:27][CH:28]=1)[C:22]([O:24][CH3:25])=[O:23].C(=O)([O-])[O-].[Cs+].[Cs+].O. (6) Given the product [Cl:8][C:6]1[N:5]=[N:4][C:3]([C:9]([O:11][CH2:12][CH3:13])=[O:10])=[C:2]([NH:24][C:17]2[CH:16]=[C:15]([CH3:14])[CH:20]=[C:19]([CH2:21][CH2:22][CH3:23])[N:18]=2)[CH:7]=1, predict the reactants needed to synthesize it. The reactants are: Cl[C:2]1[CH:7]=[C:6]([Cl:8])[N:5]=[N:4][C:3]=1[C:9]([O:11][CH2:12][CH3:13])=[O:10].[CH3:14][C:15]1[CH:20]=[C:19]([CH2:21][CH2:22][CH3:23])[N:18]=[C:17]([NH2:24])[CH:16]=1. (7) Given the product [CH2:42]([N:46]([CH2:56][C:57]1[CH:62]=[CH:61][C:60]([Cl:63])=[C:59]([Cl:64])[CH:58]=1)[C:47]([C:49]1[C:53]([Cl:54])=[C:52]([CH3:55])[N:51]([C:66]2[CH:81]=[CH:80][C:69]([C:70]([O:72][CH2:73][C:74]3[CH:75]=[CH:76][CH:77]=[CH:78][CH:79]=3)=[O:71])=[CH:68][C:67]=2[C:82]([N:84]2[CH2:93][CH2:92][C:91]3[C:86](=[CH:87][CH:88]=[CH:89][CH:90]=3)[CH2:85]2)=[O:83])[N:50]=1)=[O:48])[CH2:43][CH2:44][CH3:45], predict the reactants needed to synthesize it. The reactants are: ClC1C(C(=O)N(CCCC)CCCC)=NN(C2C=CC(C(OCC)=O)=CC=2C(N2CCC3C(=CC=CC=3)C2)=O)C=1C.[CH2:42]([N:46]([CH2:56][C:57]1[CH:62]=[CH:61][C:60]([Cl:63])=[C:59]([Cl:64])[CH:58]=1)[C:47]([C:49]1[C:53]([Cl:54])=[C:52]([CH3:55])[NH:51][N:50]=1)=[O:48])[CH2:43][CH2:44][CH3:45].F[C:66]1[CH:81]=[CH:80][C:69]([C:70]([O:72][CH2:73][C:74]2[CH:79]=[CH:78][CH:77]=[CH:76][CH:75]=2)=[O:71])=[CH:68][C:67]=1[C:82]([N:84]1[CH2:93][CH2:92][C:91]2[C:86](=[CH:87][CH:88]=[CH:89][CH:90]=2)[CH2:85]1)=[O:83].